From a dataset of Peptide-MHC class I binding affinity with 185,985 pairs from IEDB/IMGT. Regression. Given a peptide amino acid sequence and an MHC pseudo amino acid sequence, predict their binding affinity value. This is MHC class I binding data. (1) The peptide sequence is SAEVVTLWY. The MHC is HLA-B18:01 with pseudo-sequence HLA-B18:01. The binding affinity (normalized) is 0.0847. (2) The peptide sequence is PELGAFFAI. The MHC is HLA-A02:01 with pseudo-sequence HLA-A02:01. The binding affinity (normalized) is 0.0847. (3) The peptide sequence is EGAGIDDPV. The MHC is HLA-B27:05 with pseudo-sequence HLA-B27:05. The binding affinity (normalized) is 0.213. (4) The peptide sequence is TLNTMTKDA. The MHC is HLA-A02:06 with pseudo-sequence HLA-A02:06. The binding affinity (normalized) is 0. (5) The peptide sequence is IYLPIVHPF. The MHC is HLA-A02:01 with pseudo-sequence HLA-A02:01. The binding affinity (normalized) is 0.0847. (6) The peptide sequence is FSPDVLETVP. The MHC is H-2-Kb with pseudo-sequence H-2-Kb. The binding affinity (normalized) is 0.158. (7) The peptide sequence is RKISSKNSM. The MHC is HLA-B15:03 with pseudo-sequence HLA-B15:03. The binding affinity (normalized) is 1.00.